From a dataset of Full USPTO retrosynthesis dataset with 1.9M reactions from patents (1976-2016). Predict the reactants needed to synthesize the given product. (1) The reactants are: [CH3:1][O:2][CH2:3][C@H:4]([OH:6])[CH3:5].[H-].[Na+].[NH2:9][C:10]1[C:15]([O:16][CH2:17][CH:18]2[CH2:23][CH2:22][N:21]([C:24]3[N:29]=[C:28](Cl)[N:27]=[C:26]([C:31]([NH:33][CH2:34][CH3:35])=[O:32])[CH:25]=3)[CH2:20][CH2:19]2)=[CH:14][C:13]([C:36]2[N:37]=[N:38][N:39]([CH3:42])[C:40]=2[CH3:41])=[CH:12][N:11]=1. Given the product [NH2:9][C:10]1[C:15]([O:16][CH2:17][CH:18]2[CH2:19][CH2:20][N:21]([C:24]3[N:29]=[C:28]([O:6][C@H:4]([CH3:5])[CH2:3][O:2][CH3:1])[N:27]=[C:26]([C:31]([NH:33][CH2:34][CH3:35])=[O:32])[CH:25]=3)[CH2:22][CH2:23]2)=[CH:14][C:13]([C:36]2[N:37]=[N:38][N:39]([CH3:42])[C:40]=2[CH3:41])=[CH:12][N:11]=1, predict the reactants needed to synthesize it. (2) Given the product [CH3:43][C@@H:42]1[CH2:41][CH2:40][CH2:39][N:38]([C:44](=[O:45])[C:46]2[CH:51]=[C:50]([CH3:52])[CH:49]=[CH:48][C:47]=2[C:53]2[CH:58]=[CH:57][CH:56]=[CH:55][N:54]=2)[C@@H:37]1[CH2:36][NH:35][C:60]1[CH:67]=[CH:66][C:63]([C:64]#[N:65])=[CH:62][N:61]=1, predict the reactants needed to synthesize it. The reactants are: C[C@@H]1CCCN(C(C2C=C(C)C=CC=2C2C=NN(C)C=2)=O)[C@@H]1CNC1C=CC(C(F)(F)F)=CN=1.[NH2:35][CH2:36][C@@H:37]1[C@H:42]([CH3:43])[CH2:41][CH2:40][CH2:39][N:38]1[C:44]([C:46]1[CH:51]=[C:50]([CH3:52])[CH:49]=[CH:48][C:47]=1[C:53]1[CH:58]=[CH:57][CH:56]=[CH:55][N:54]=1)=[O:45].Cl[C:60]1[CH:67]=[CH:66][C:63]([C:64]#[N:65])=[CH:62][N:61]=1.